From a dataset of Forward reaction prediction with 1.9M reactions from USPTO patents (1976-2016). Predict the product of the given reaction. (1) Given the reactants C1(P(C2C=CC=CC=2)C2C=CC=CC=2)C=CC=CC=1.[C:20]([Br:24])(Br)(Br)Br.OC[C:27]1[CH:28]=[CH:29][C:30]([CH2:37][C:38]2[CH:43]=[CH:42][C:41]([F:44])=[CH:40][CH:39]=2)=[C:31]([CH:36]=1)[C:32]([O:34][CH3:35])=[O:33], predict the reaction product. The product is: [Br:24][CH2:20][C:27]1[CH:28]=[CH:29][C:30]([CH2:37][C:38]2[CH:39]=[CH:40][C:41]([F:44])=[CH:42][CH:43]=2)=[C:31]([CH:36]=1)[C:32]([O:34][CH3:35])=[O:33]. (2) The product is: [CH2:1]([O:3][C:4]1[CH:10]=[C:9]2[C:7](=[CH:6][CH:5]=1)[N:8]=[CH:21][C:15]([C:16]([O:18][CH2:19][CH3:20])=[O:17])=[C:14]2[OH:13])[CH3:2]. Given the reactants [CH2:1]([O:3][C:4]1[CH:10]=[CH:9][C:7]([NH2:8])=[CH:6][CH:5]=1)[CH3:2].C([O:13][CH:14]=[C:15]([C:21](OCC)=O)[C:16]([O:18][CH2:19][CH3:20])=[O:17])C, predict the reaction product. (3) Given the reactants [NH2:1][C:2]1[N:7]=[C:6]([C:8]2[O:9][CH:10]=[CH:11][CH:12]=2)[C:5]([C:13]#[N:14])=[C:4]([NH:15][CH2:16][C:17]2[CH:22]=[CH:21][C:20]([CH:23]=[CH2:24])=[CH:19][CH:18]=2)[N:3]=1.[H][H], predict the reaction product. The product is: [NH2:1][C:2]1[N:3]=[C:4]([NH:15][CH2:16][C:17]2[CH:18]=[CH:19][C:20]([CH2:23][CH3:24])=[CH:21][CH:22]=2)[C:5]([C:13]#[N:14])=[C:6]([C:8]2[O:9][CH:10]=[CH:11][CH:12]=2)[N:7]=1. (4) Given the reactants [CH3:1][C:2]1[CH:7]=[CH:6][N:5]=[C:4]([NH:8][C:9]2[N:14]=[C:13]([C:15]3[S:19][C:18]([CH:20]=[O:21])=[CH:17][CH:16]=3)[CH:12]=[CH:11][CH:10]=2)[CH:3]=1.O.O1CCC[CH2:24]1, predict the reaction product. The product is: [CH3:1][C:2]1[CH:7]=[CH:6][N:5]=[C:4]([NH:8][C:9]2[N:14]=[C:13]([C:15]3[S:19][C:18]([CH:20]([OH:21])[CH3:24])=[CH:17][CH:16]=3)[CH:12]=[CH:11][CH:10]=2)[CH:3]=1. (5) The product is: [Cl:1][C:2]1[C:10]2[C:5]([NH:6][CH:7]=[N:8][C:9]=2[N:11]2[CH2:16][CH2:15][CH:14]([NH:17][C:18](=[O:25])[C:19]3[CH:24]=[CH:23][CH:22]=[CH:21][CH:20]=3)[CH2:13][CH2:12]2)=[N:4][CH:3]=1. Given the reactants [Cl:1][C:2]1[C:10]2[C:9]([N:11]3[CH2:16][CH2:15][CH:14]([NH:17][C:18](=[O:25])[C:19]4[CH:24]=[CH:23][CH:22]=[CH:21][CH:20]=4)[CH2:13][CH2:12]3)=[N:8][CH:7]=[N:6][C:5]=2[N:4](S(C2C=CC=CC=2)(=O)=O)[CH:3]=1.C[O-].[Na+], predict the reaction product. (6) Given the reactants C([O:9][C:10]1([CH2:23][C:24]2[CH:29]=[C:28]([O:30][CH3:31])[C:27]([O:32][CH3:33])=[C:26]([O:34][CH3:35])[CH:25]=2)[C:18]2[C:13](=[CH:14][CH:15]=[C:16]([CH3:19])[CH:17]=2)[N:12]([CH2:20][CH3:21])[C:11]1=[O:22])(=O)C1C=CC=CC=1.O.[OH-].[K+].C(O)(=O)C, predict the reaction product. The product is: [CH2:20]([N:12]1[C:13]2[C:18](=[CH:17][C:16]([CH3:19])=[CH:15][CH:14]=2)[C:10]([OH:9])([CH2:23][C:24]2[CH:29]=[C:28]([O:30][CH3:31])[C:27]([O:32][CH3:33])=[C:26]([O:34][CH3:35])[CH:25]=2)[C:11]1=[O:22])[CH3:21]. (7) Given the reactants [CH:1]1([CH:7]([NH:17][C:18]2[CH:27]=[CH:26][C:21]([C:22]([O:24][CH3:25])=[O:23])=[CH:20][CH:19]=2)[C:8]2[CH:12]=[C:11]([CH:13]=[O:14])[S:10][C:9]=2[CH2:15][CH3:16])[CH2:6][CH2:5][CH2:4][CH2:3][CH2:2]1.[CH2:28]([Mg]Cl)[CH2:29][CH3:30].C(OCC)C.[Cl-].[NH4+].CC(OI1(OC(C)=O)(OC(C)=O)OC(=O)C2C=CC=CC1=2)=O.S([O-])([O-])=O.[Na+].[Na+], predict the reaction product. The product is: [C:13]([C:11]1[S:10][C:9]([CH2:15][CH3:16])=[C:8]([CH:7]([NH:17][C:18]2[CH:27]=[CH:26][C:21]([C:22]([O:24][CH3:25])=[O:23])=[CH:20][CH:19]=2)[CH:1]2[CH2:6][CH2:5][CH2:4][CH2:3][CH2:2]2)[CH:12]=1)(=[O:14])[CH2:28][CH2:29][CH3:30].